From a dataset of Reaction yield outcomes from USPTO patents with 853,638 reactions. Predict the reaction yield, written as a fraction of the theoretical maximum amount of product (1.0 means a 100% yield; for example, 0.34 means a 34% yield). (1) The reactants are [CH3:1][C:2]1[C:8]([N+:9]([O-:11])=[O:10])=[CH:7][CH:6]=[CH:5][C:3]=1[NH2:4].[N:12]([O-])=O.[Na+]. The catalyst is C(O)(=O)C.O. The product is [N+:9]([C:8]1[CH:7]=[CH:6][CH:5]=[C:3]2[C:2]=1[CH:1]=[N:12][NH:4]2)([O-:11])=[O:10]. The yield is 0.810. (2) The reactants are [Br-].[Br-].[Br-].C([N+](CCCC)(CCCC)CCCC)CCC.C([N+](CCCC)(CCCC)CCCC)CCC.C([N+](CCCC)(CCCC)CCCC)CCC.[Br:55][C:56]1[CH:65]=[C:64]2[C:59]([CH2:60][CH2:61][CH2:62][C:63]2=[O:66])=[CH:58][CH:57]=1.C(=O)([O-])[O-].[Li+].[Li+].[Br-].[Li+]. The catalyst is ClCCl.CO. The product is [Br:55][C:56]1[CH:65]=[C:64]2[C:59]([CH:60]=[CH:61][CH:62]=[C:63]2[OH:66])=[CH:58][CH:57]=1. The yield is 0.560.